This data is from Forward reaction prediction with 1.9M reactions from USPTO patents (1976-2016). The task is: Predict the product of the given reaction. (1) Given the reactants [C:1]([CH2:6][C:7]([O:9][CH3:10])=[O:8])(=[O:5])[CH:2]([CH3:4])[CH3:3].C[O-].[Na+].CO.[Cl:16][C:17]1[CH:22]=[CH:21][CH:20]=[C:19]([Cl:23])[C:18]=1[CH2:24][C:25](Cl)=[N:26]O, predict the reaction product. The product is: [Cl:16][C:17]1[CH:22]=[CH:21][CH:20]=[C:19]([Cl:23])[C:18]=1[CH2:24][C:25]1[C:6]([C:7]([O:9][CH3:10])=[O:8])=[C:1]([CH:2]([CH3:4])[CH3:3])[O:5][N:26]=1. (2) Given the reactants [N+:1]([O-:4])(O)=[O:2].[N:5]1[CH:10]=[CH:9][CH:8]=[C:7]([C:11]2[CH:16]=[CH:15][C:14]([OH:17])=[CH:13][CH:12]=2)[CH:6]=1.O.[OH-].[Na+], predict the reaction product. The product is: [N+:1]([C:13]1[CH:12]=[C:11]([C:7]2[CH:6]=[N:5][CH:10]=[CH:9][CH:8]=2)[CH:16]=[CH:15][C:14]=1[OH:17])([O-:4])=[O:2].